Dataset: Forward reaction prediction with 1.9M reactions from USPTO patents (1976-2016). Task: Predict the product of the given reaction. (1) Given the reactants [CH3:1][N:2]1[CH:6]=[C:5]([C:7]2[CH:12]=[CH:11][C:10]([NH:13][C:14]3[C:18]4[CH2:19][N:20]([C:23](=[O:25])[CH3:24])[CH2:21][CH2:22][C:17]=4[NH:16][N:15]=3)=[CH:9][CH:8]=2)[CH:4]=[N:3]1.CS(O[CH2:31][C@H:32]1[CH2:34][C@@H:33]1[F:35])(=O)=O.C([O-])([O-])=O.[Cs+].[Cs+], predict the reaction product. The product is: [F:35][CH:33]1[CH2:34][CH:32]1[CH2:31][N:16]1[C:17]2[CH2:22][CH2:21][N:20]([C:23](=[O:25])[CH3:24])[CH2:19][C:18]=2[C:14]([NH:13][C:10]2[CH:11]=[CH:12][C:7]([C:5]3[CH:4]=[N:3][N:2]([CH3:1])[CH:6]=3)=[CH:8][CH:9]=2)=[N:15]1. (2) Given the reactants [CH3:1][O:2][C:3]([NH:5][C@@H:6]([CH:56]([CH3:58])[CH3:57])[C:7]([N:9]1[CH2:13][CH2:12][CH2:11][C@H:10]1[C:14]1[NH:18][C:17]2[CH:19]=[C:20]([C:23]3[CH:55]=[CH:54][C:26]4[C:27]5[CH:33]=[CH:32][C:31]([C:34]6[NH:38][C:37]([C@@H:39]7[CH2:43][CH2:42][CH2:41][N:40]7C(OCC7C=CC=CC=7)=O)=[N:36][CH:35]=6)=[CH:30][C:28]=5[S:29][C:25]=4[CH:24]=3)[CH:21]=[CH:22][C:16]=2[N:15]=1)=[O:8])=[O:4].C(=O)([O-])[O-].[K+].[K+].[CH3:65][O:66][C:67]([NH:69][C@H:70]([C:74]1[CH:79]=[CH:78][CH:77]=[CH:76][CH:75]=1)[C:71](O)=[O:72])=[O:68].CCOC(C(C#N)=NOC(N1CCOCC1)=[N+](C)C)=O.F[P-](F)(F)(F)(F)F, predict the reaction product. The product is: [CH3:1][O:2][C:3]([NH:5][C@@H:6]([CH:56]([CH3:58])[CH3:57])[C:7]([N:9]1[CH2:13][CH2:12][CH2:11][C@H:10]1[C:14]1[NH:18][C:22]2[CH:21]=[C:20]([C:23]3[CH:55]=[CH:54][C:26]4[C:27]5[CH:33]=[CH:32][C:31]([C:34]6[NH:38][C:37]([C@@H:39]7[CH2:43][CH2:42][CH2:41][N:40]7[C:71](=[O:72])[C@H:70]([NH:69][C:67](=[O:68])[O:66][CH3:65])[C:74]7[CH:79]=[CH:78][CH:77]=[CH:76][CH:75]=7)=[N:36][CH:35]=6)=[CH:30][C:28]=5[S:29][C:25]=4[CH:24]=3)[CH:19]=[CH:17][C:16]=2[N:15]=1)=[O:8])=[O:4]. (3) Given the reactants CC1(C)[O:7][C@@H:6]2[C@H:8]([OH:13])[C@H:9]([OH:12])[CH2:10][O:11][C@H:5]2[CH2:4][O:3]1.Cl, predict the reaction product. The product is: [OH:3][CH2:4][C@H:5]1[C@H:6]([OH:7])[C@H:8]([OH:13])[C@H:9]([OH:12])[CH2:10][O:11]1. (4) Given the reactants [C:1]([O:4][CH2:5][C:6]1[C:7]([Br:18])=[C:8]([CH2:12][CH2:13][CH2:14][C:15]([OH:17])=[O:16])[CH:9]=[CH:10][CH:11]=1)(=[O:3])[CH3:2].[C:19](=O)([O-])[O-].[K+].[K+].IC, predict the reaction product. The product is: [C:1]([O:4][CH2:5][C:6]1[C:7]([Br:18])=[C:8]([CH2:12][CH2:13][CH2:14][C:15]([O:17][CH3:19])=[O:16])[CH:9]=[CH:10][CH:11]=1)(=[O:3])[CH3:2]. (5) Given the reactants [Br:1][C:2]1[CH:3]=[C:4]([CH:6]=[C:7]([N+:9]([O-:11])=[O:10])[CH:8]=1)[NH2:5].N1C=CC=CC=1.[C:18](Cl)(=[O:20])[CH3:19], predict the reaction product. The product is: [Br:1][C:2]1[CH:3]=[C:4]([NH:5][C:18](=[O:20])[CH3:19])[CH:6]=[C:7]([N+:9]([O-:11])=[O:10])[CH:8]=1. (6) Given the reactants Cl[C:2]1[NH:3][C:4](=[O:12])[C:5]2[C:10]([CH:11]=1)=[CH:9][CH:8]=[CH:7][CH:6]=2.[OH:13][CH2:14][CH:15]1[CH2:20][NH:19][CH2:18][CH2:17][N:16]1[CH2:21][CH2:22][CH3:23], predict the reaction product. The product is: [OH:13][CH2:14][CH:15]1[N:16]([CH2:21][CH2:22][CH3:23])[CH2:17][CH2:18][N:19]([C:2]2[NH:3][C:4](=[O:12])[C:5]3[C:10]([CH:11]=2)=[CH:9][CH:8]=[CH:7][CH:6]=3)[CH2:20]1.